Dataset: Reaction yield outcomes from USPTO patents with 853,638 reactions. Task: Predict the reaction yield, written as a fraction of the theoretical maximum amount of product (1.0 means a 100% yield; for example, 0.34 means a 34% yield). (1) The catalyst is C(Cl)Cl. The product is [Br:1][C:2]1[S:6](=[O:23])[C:5]2[CH:7]=[C:8]([O:11][CH3:12])[CH:9]=[CH:10][C:4]=2[C:3]=1[C:13]1[CH:18]=[CH:17][C:16]([F:19])=[CH:15][CH:14]=1. The reactants are [Br:1][C:2]1[S:6][C:5]2[CH:7]=[C:8]([O:11][CH3:12])[CH:9]=[CH:10][C:4]=2[C:3]=1[C:13]1[CH:18]=[CH:17][C:16]([F:19])=[CH:15][CH:14]=1.OO.S(=O)(O)[O-:23].[Na+].O. The yield is 0.840. (2) The reactants are [F:1][C:2]1[CH:11]=[C:10]([C:12]2[N:17]=[C:16]3[N:18]([CH2:21][C:22]4[CH:23]=[C:24]5[C:29](=[CH:30][CH:31]=4)[N:28]=[CH:27][CH:26]=[CH:25]5)[N:19]=[N:20][C:15]3=[CH:14][CH:13]=2)[CH:9]=[CH:8][C:3]=1[C:4]([O:6]C)=[O:5].[OH-].[Li+].Cl. The catalyst is CO.O. The product is [F:1][C:2]1[CH:11]=[C:10]([C:12]2[N:17]=[C:16]3[N:18]([CH2:21][C:22]4[CH:23]=[C:24]5[C:29](=[CH:30][CH:31]=4)[N:28]=[CH:27][CH:26]=[CH:25]5)[N:19]=[N:20][C:15]3=[CH:14][CH:13]=2)[CH:9]=[CH:8][C:3]=1[C:4]([OH:6])=[O:5]. The yield is 0.610. (3) The reactants are [CH2:1]([O:8][CH2:9][C@H:10]1[C@@H:14]([O:15][Si:16]([C:19]([CH3:22])([CH3:21])[CH3:20])([CH3:18])[CH3:17])[CH2:13][C@@H:12](O)[CH2:11]1)[C:2]1[CH:7]=[CH:6][CH:5]=[CH:4][CH:3]=1.C1C=CC(P(C2C=CC=CC=2)C2C=CC=CC=2)=CC=1.CCOC(/N=N/C(OCC)=O)=O.C1C=CC(OP(OC2C=CC=CC=2)([N:64]=[N+:65]=[N-:66])=O)=CC=1. The catalyst is C1COCC1. The product is [N:64]([C@H:12]1[CH2:13][C@H:14]([O:15][Si:16]([C:19]([CH3:22])([CH3:21])[CH3:20])([CH3:18])[CH3:17])[C@H:10]([CH2:9][O:8][CH2:1][C:2]2[CH:7]=[CH:6][CH:5]=[CH:4][CH:3]=2)[CH2:11]1)=[N+:65]=[N-:66]. The yield is 0.630. (4) The reactants are [Cl:1][C:2]1[C:3]([O:12][C:13]2[CH:18]=[C:17]([O:19][CH2:20][CH2:21][O:22][CH3:23])[CH:16]=[CH:15][C:14]=2/[CH:24]=[CH:25]/[C:26](O)=[O:27])=[N:4][CH:5]=[C:6]([C:8]([F:11])([F:10])[F:9])[CH:7]=1.Cl.C(N=C=NCCCN(C)C)C.[C:41]1([CH2:47][CH2:48][NH:49][S:50]([NH2:53])(=[O:52])=[O:51])[CH:46]=[CH:45][CH:44]=[CH:43][CH:42]=1.Cl. The catalyst is C(#N)C.CN(C)C1C=CN=CC=1.C(OCC)(=O)C. The product is [Cl:1][C:2]1[C:3]([O:12][C:13]2[CH:18]=[C:17]([O:19][CH2:20][CH2:21][O:22][CH3:23])[CH:16]=[CH:15][C:14]=2/[CH:24]=[CH:25]/[C:26]([NH:53][S:50]([NH:49][CH2:48][CH2:47][C:41]2[CH:46]=[CH:45][CH:44]=[CH:43][CH:42]=2)(=[O:52])=[O:51])=[O:27])=[N:4][CH:5]=[C:6]([C:8]([F:9])([F:11])[F:10])[CH:7]=1. The yield is 0.130. (5) The reactants are [OH:1][NH:2][C:3]([C:5]1[CH:9]=[CH:8][O:7][CH:6]=1)=[NH:4].[CH3:10][C:11]1[CH:19]=[C:15]([C:16](O)=O)[C:14]([OH:20])=[CH:13][CH:12]=1. No catalyst specified. The product is [O:7]1[CH:8]=[CH:9][C:5]([C:3]2[N:4]=[C:16]([C:15]3[CH:19]=[C:11]([CH3:10])[CH:12]=[CH:13][C:14]=3[OH:20])[O:1][N:2]=2)=[CH:6]1. The yield is 0.0300. (6) The reactants are [Br:1][C:2]1[CH:3]=[C:4]([OH:12])[C:5](=[CH:10][CH:11]=1)[C:6]([O:8][CH3:9])=[O:7].[CH3:13][N:14]([CH3:18])[C:15](Cl)=[S:16].N12CCN(CC1)CC2.C(OCC)(=O)C. The catalyst is CN(C=O)C.O. The product is [Br:1][C:2]1[CH:11]=[CH:10][C:5]([C:6]([O:8][CH3:9])=[O:7])=[C:4]([O:12][C:15]([N:14]([CH3:18])[CH3:13])=[S:16])[CH:3]=1. The yield is 0.880. (7) The reactants are [CH3:1][C:2]([CH3:10])([CH3:9])[C:3](=[O:8])[CH2:4][C:5](=[O:7])[CH3:6].C(NC(C)C)(C)C.[Li].Br[CH2:20][C:21]1[CH:26]=[CH:25][C:24]([N:27]2[C:39]3[CH:38]=[CH:37][CH:36]=[CH:35][C:34]=3[C:33]3[C:28]2=[CH:29][CH:30]=[CH:31][CH:32]=3)=[CH:23][CH:22]=1.Cl. The catalyst is O1CCCC1.O. The product is [CH:29]1[C:28]2[N:27]([C:24]3[CH:23]=[CH:22][C:21]([CH2:20][CH2:6][C:5](=[O:7])[CH2:4][C:3](=[O:8])[C:2]([CH3:10])([CH3:9])[CH3:1])=[CH:26][CH:25]=3)[C:39]3[C:34](=[CH:35][CH:36]=[CH:37][CH:38]=3)[C:33]=2[CH:32]=[CH:31][CH:30]=1. The yield is 0.860. (8) The reactants are S(Cl)([Cl:3])=O.[CH3:5][O:6][C:7](=[O:33])[C@H:8]([NH:22][C:23]([O:25][CH2:26][C:27]1[CH:32]=[CH:31][CH:30]=[CH:29][CH:28]=1)=[O:24])[CH2:9][C:10]1[C:11]([CH2:20]O)=[C:12]2[C:16](=[C:17]([Cl:19])[CH:18]=1)[NH:15][N:14]=[CH:13]2. The catalyst is ClCCl. The product is [CH3:5][O:6][C:7](=[O:33])[C@H:8]([NH:22][C:23]([O:25][CH2:26][C:27]1[CH:32]=[CH:31][CH:30]=[CH:29][CH:28]=1)=[O:24])[CH2:9][C:10]1[C:11]([CH2:20][Cl:3])=[C:12]2[C:16](=[C:17]([Cl:19])[CH:18]=1)[NH:15][N:14]=[CH:13]2. The yield is 0.860. (9) The reactants are Br[C:2]1[S:3][CH:4]=[C:5]2[C:9](=[O:10])[N:8]([CH:11]([CH2:20][CH2:21][CH2:22][CH2:23][CH2:24][CH2:25][CH2:26][CH3:27])[CH2:12][CH2:13][CH2:14][CH2:15][CH2:16][CH2:17][CH2:18][CH3:19])[C:7](=[O:28])[C:6]=12.[CH3:38][CH2:39][CH2:40][CH2:41][Sn]([CH2:38][CH2:39][CH2:40][CH3:41])[CH2:51][CH2:52][CH2:53][CH3:54].[CH3:38][CH2:39][CH2:40][CH2:41][Sn]([CH2:51][CH2:52][CH2:53][CH3:54])[CH2:51][CH2:52][CH2:53][CH3:54]. The catalyst is C1C=CC(/C=C/C(/C=C/C2C=CC=CC=2)=O)=CC=1.C1C=CC(/C=C/C(/C=C/C2C=CC=CC=2)=O)=CC=1.C1C=CC(/C=C/C(/C=C/C2C=CC=CC=2)=O)=CC=1.[Pd].[Pd].C1(C)C=CC=CC=1. The product is [CH3:19][CH2:18][CH2:17][CH2:16][CH2:15][CH2:14][CH2:13][CH2:12][CH:11]([N:8]1[C:9](=[O:10])[C:5]2=[CH:4][S:3][C:2]([C:4]3[S:3][CH:2]=[C:6]4[C:7](=[O:28])[N:8]([CH:11]([CH2:51][CH2:52][CH2:53][CH2:54][CH2:38][CH2:39][CH2:40][CH3:41])[CH2:12][CH2:13][CH2:14][CH2:15][CH2:16][CH2:17][CH2:18][CH3:19])[C:9](=[O:10])[C:5]=34)=[C:6]2[C:7]1=[O:28])[CH2:20][CH2:21][CH2:22][CH2:23][CH2:24][CH2:25][CH2:26][CH3:27]. The yield is 0.360.